Dataset: Catalyst prediction with 721,799 reactions and 888 catalyst types from USPTO. Task: Predict which catalyst facilitates the given reaction. (1) Reactant: [N+:1]([C:4]1[CH:9]=[CH:8][C:7]([O:10][CH2:11][CH2:12][C:13]([F:16])([F:15])[F:14])=[CH:6][CH:5]=1)([O-])=O. Product: [F:14][C:13]([F:15])([F:16])[CH2:12][CH2:11][O:10][C:7]1[CH:8]=[CH:9][C:4]([NH2:1])=[CH:5][CH:6]=1. The catalyst class is: 19. (2) Product: [CH3:12][C:11]1[C:10]([N:14]2[CH:18]=[CH:17][C:16]([C:19]([F:22])([F:21])[F:20])=[N:15]2)=[C:9]([OH:8])[NH:24][N:25]=1. The catalyst class is: 14. Reactant: C([O:8][C:9](=O)[CH:10]([N:14]1[CH:18]=[CH:17][C:16]([C:19]([F:22])([F:21])[F:20])=[N:15]1)[C:11](=O)[CH3:12])C1C=CC=CC=1.[NH2:24][NH2:25].[Cl-].[NH4+].